This data is from Full USPTO retrosynthesis dataset with 1.9M reactions from patents (1976-2016). The task is: Predict the reactants needed to synthesize the given product. (1) The reactants are: FC(F)(F)S(O[C:7]1[C:15]2[C:10](=[CH:11][N:12]=[CH:13][CH:14]=2)[O:9][C:8]=1[C:16]1[N:21]=[CH:20][C:19]([N:22]2[CH2:27][CH2:26][N:25]([CH3:28])[CH2:24][CH2:23]2)=[CH:18][N:17]=1)(=O)=O.[NH2:31][C:32]1[CH:33]=[N:34][C:35]2[C:40]([CH:41]=1)=[CH:39][CH:38]=[CH:37][CH:36]=2. Given the product [CH3:28][N:25]1[CH2:26][CH2:27][N:22]([C:19]2[CH:18]=[N:17][C:16]([C:8]3[O:9][C:10]4=[CH:11][N:12]=[CH:13][CH:14]=[C:15]4[C:7]=3[NH:31][C:32]3[CH:33]=[N:34][C:35]4[C:40]([CH:41]=3)=[CH:39][CH:38]=[CH:37][CH:36]=4)=[N:21][CH:20]=2)[CH2:23][CH2:24]1, predict the reactants needed to synthesize it. (2) Given the product [Br:18][C:13]1[C:12]([CH3:19])=[C:11]([NH:10][C:8](=[O:9])[C:7]2[CH:20]=[CH:21][C:4]([N:25]([CH3:26])[CH3:24])=[CH:5][CH:6]=2)[CH:16]=[C:15]([F:17])[CH:14]=1, predict the reactants needed to synthesize it. The reactants are: COC(=O)[C:4]1[CH:21]=[CH:20][C:7]([C:8]([NH:10][C:11]2[CH:16]=[C:15]([F:17])[CH:14]=[C:13]([Br:18])[C:12]=2[CH3:19])=[O:9])=[C:6](F)[CH:5]=1.[CH3:24][N:25](C)[C:26]1C=CC(C(Cl)=O)=CC=1. (3) The reactants are: [C:9](O[C:9]([O:11][C:12]([CH3:15])([CH3:14])[CH3:13])=[O:10])([O:11][C:12]([CH3:15])([CH3:14])[CH3:13])=[O:10].[NH2:16][CH2:17][CH2:18][O:19][CH2:20][CH2:21][OH:22]. Given the product [C:12]([O:11][C:9]([NH:16][CH2:17][CH2:18][O:19][CH2:20][CH2:21][OH:22])=[O:10])([CH3:13])([CH3:14])[CH3:15], predict the reactants needed to synthesize it. (4) Given the product [CH3:23][C:14]1([CH3:24])[O:13]/[C:12](=[C:6]2/[C:7](=[O:11])[NH:8][C:9]3[C:5]/2=[CH:4][CH:3]=[C:2]([NH:61][C:27]2[CH:28]=[C:29]([NH:32][C:33](=[O:35])[CH3:34])[CH:30]=[CH:31][CH:26]=2)[CH:10]=3)/[CH:16]=[C:15]1[N:17]1[CH2:22][CH2:21][O:20][CH2:19][CH2:18]1, predict the reactants needed to synthesize it. The reactants are: Br[C:2]1[CH:10]=[C:9]2[C:5](/[C:6](=[C:12]3\[O:13][C:14]([CH3:24])([CH3:23])[C:15]([N:17]4[CH2:22][CH2:21][O:20][CH2:19][CH2:18]4)=[CH:16]\3)/[C:7](=[O:11])[NH:8]2)=[CH:4][CH:3]=1.N[C:26]1[CH:31]=[CH:30][C:29]([NH:32][C:33](=[O:35])[CH3:34])=[CH:28][CH:27]=1.C1(P(C2C=CC=CC=2C2C=CC=CC=2[N:61](C)C)C2CCCCC2)CCCCC1.[Li+].C[Si]([N-][Si](C)(C)C)(C)C. (5) Given the product [F:18][C:2]1([F:1])[CH2:7][CH2:6][C@H:5]([NH:8][S:49]([CH3:48])(=[O:51])=[O:50])[C@@H:4]([CH2:16][O:17][C:28]2[CH:29]=[CH:30][C:25]([C:23]3[S:24][C:20]([CH3:19])=[CH:21][N:22]=3)=[CH:26][CH:27]=2)[CH2:3]1, predict the reactants needed to synthesize it. The reactants are: [F:1][C:2]1([F:18])[CH2:7][CH2:6][C@H:5]([NH:8]C(=O)OC(C)(C)C)[C@@H:4]([CH2:16][OH:17])[CH2:3]1.[CH3:19][C:20]1[S:24][C:23]([C:25]2[CH:30]=[CH:29][C:28](O)=[CH:27][CH:26]=2)=[N:22][CH:21]=1.C(C=P(CCCC)(CCCC)CCCC)#N.[CH3:48][S:49](Cl)(=[O:51])=[O:50].C1CCN2C(=NCCC2)CC1. (6) Given the product [CH2:48]([O:50][C:51](=[O:69])[CH2:52][CH2:53][C:54]1[O:55][C:56]2[CH:68]=[CH:67][CH:66]=[CH:65][C:57]=2[C:58]=1[CH2:59][CH:60]1[CH2:64][CH2:63][CH2:62][N:61]1[C:14](=[O:16])[CH:9]([NH:8][C:1]([O:3][C:4]([CH3:5])([CH3:6])[CH3:7])=[O:2])[CH2:10][CH2:11][CH2:12][NH:13][C:44]([O:45][CH2:46][C:47]1[CH:30]=[CH:29][CH:28]=[CH:27][CH:26]=1)=[O:76])[CH3:49], predict the reactants needed to synthesize it. The reactants are: [C:1]([NH:8][C@H:9]([C:14]([OH:16])=O)[CH2:10][CH2:11][CH2:12][NH2:13])([O:3][C:4]([CH3:7])([CH3:6])[CH3:5])=[O:2].CN(C(ON1N=N[C:27]2[CH:28]=[CH:29][CH:30]=N[C:26]1=2)=[N+](C)C)C.F[P-](F)(F)(F)(F)F.CN1[CH2:47][CH2:46][O:45][CH2:44]C1.[CH2:48]([O:50][C:51](=[O:69])[CH2:52][CH2:53][C:54]1[O:55][C:56]2[CH:68]=[CH:67][CH:66]=[CH:65][C:57]=2[C:58]=1[CH2:59][CH:60]1[CH2:64][CH2:63][CH2:62][NH:61]1)[CH3:49].CN1C(=[O:76])CCC1. (7) Given the product [C:1]([NH:4][C:5]1[CH:10]=[C:9]([C:19]2[C:18]([F:17])=[C:26]3[C:22]([CH:23]=[CH:24][NH:25]3)=[CH:21][CH:20]=2)[N:8]=[C:7]([C:12]([O:14][CH3:15])=[O:13])[C:6]=1[Cl:16])(=[O:3])[CH3:2], predict the reactants needed to synthesize it. The reactants are: [C:1]([NH:4][C:5]1[CH:10]=[C:9](Cl)[N:8]=[C:7]([C:12]([O:14][CH3:15])=[O:13])[C:6]=1[Cl:16])(=[O:3])[CH3:2].[F:17][C:18]1[C:19](B2OC(C)(C)C(C)(C)O2)=[CH:20][CH:21]=[C:22]2[C:26]=1[NH:25][CH:24]=[CH:23]2.[F-].[Cs+].O1CCOCC1. (8) Given the product [Cl:61][C:46]1[C:47]([NH:50][C@@H:51]2[C@@H:56]3[CH2:57][C@@H:53]([CH:54]=[CH:55]3)[C@@H:52]2[C:58]([NH2:60])=[O:59])=[C:48]2[N:49]=[C:66]([C:65]3[CH:68]=[CH:69][C:70]([O:72][C:73]([F:74])([F:75])[F:76])=[CH:71][C:64]=3[O:63][CH3:62])[NH:42][C:43]2=[N:44][CH:45]=1, predict the reactants needed to synthesize it. The reactants are: FC(F)(F)C(O)=O.ClC1C(N[C@@H]2[C@@H]3C[C@@H](C=C3)[C@@H]2C(N)=O)=C2N=C(C3C=CC(CN4CCOCC4)=CC=3)NC2=NC=1.[NH2:42][C:43]1[C:48]([NH2:49])=[C:47]([NH:50][C@@H:51]2[C@@H:56]3[CH2:57][C@@H:53]([CH:54]=[CH:55]3)[C@@H:52]2[C:58]([NH2:60])=[O:59])[C:46]([Cl:61])=[CH:45][N:44]=1.[CH3:62][O:63][C:64]1[CH:71]=[C:70]([O:72][C:73]([F:76])([F:75])[F:74])[CH:69]=[CH:68][C:65]=1[CH:66]=O.